Dataset: Reaction yield outcomes from USPTO patents with 853,638 reactions. Task: Predict the reaction yield, written as a fraction of the theoretical maximum amount of product (1.0 means a 100% yield; for example, 0.34 means a 34% yield). (1) The catalyst is [Pd].CO. The reactants are C([O:8][C:9]1[C:10]([CH3:22])=[N:11][C:12]([N:17]2[CH:21]=[CH:20][CH:19]=[CH:18]2)=[C:13]([CH3:16])[C:14]=1[CH3:15])C1C=CC=CC=1. The yield is 1.00. The product is [CH3:22][C:10]1[C:9]([OH:8])=[C:14]([CH3:15])[C:13]([CH3:16])=[C:12]([N:17]2[CH:21]=[CH:20][CH:19]=[CH:18]2)[N:11]=1. (2) The reactants are I[C:2]1[CH:3]=[CH:4][C:5]2[N:6]([C:8]([C:11]3[CH:16]=[CH:15][CH:14]=[C:13]([O:17][CH2:18][CH2:19][N:20]4[CH2:25][CH2:24][O:23][CH2:22][CH2:21]4)[CH:12]=3)=[N:9][N:10]=2)[CH:7]=1.N1C2C(=CC=C3C=2N=CC=C3)C=CC=1.C(=O)([O-])[O-].[Cs+].[Cs+].[CH3:46][C:47]([O:50][C:51]([NH:53][CH:54]1[CH2:59][CH2:58][CH:57]([OH:60])[CH2:56][CH2:55]1)=[O:52])([CH3:49])[CH3:48]. The catalyst is C1(C)C=CC=CC=1.CCOC(C)=O.[Cu]I. The product is [C:47]([O:50][C:51](=[O:52])[NH:53][C@H:54]1[CH2:55][CH2:56][C@H:57]([O:60][C:2]2[CH:3]=[CH:4][C:5]3[N:6]([C:8]([C:11]4[CH:16]=[CH:15][CH:14]=[C:13]([O:17][CH2:18][CH2:19][N:20]5[CH2:25][CH2:24][O:23][CH2:22][CH2:21]5)[CH:12]=4)=[N:9][N:10]=3)[CH:7]=2)[CH2:58][CH2:59]1)([CH3:49])([CH3:46])[CH3:48]. The yield is 0.390. (3) The reactants are [Cl:1][C:2]1[CH:3]=[C:4]([NH:9][C:10]([N:12]=[C:13]2[NH:17][C:16](=[O:18])[C:15](=[O:19])[N:14]2[CH:20]([CH3:22])[CH3:21])=[NH:11])[CH:5]=[CH:6][C:7]=1[Cl:8].[C:23](O[C:23]([O:25][C:26]([CH3:29])([CH3:28])[CH3:27])=[O:24])([O:25][C:26]([CH3:29])([CH3:28])[CH3:27])=[O:24]. The catalyst is CN(C1C=CN=CC=1)C.CN(C=O)C. The product is [Cl:1][C:2]1[CH:3]=[C:4]([NH:9][C:10]([N:12]=[C:13]2[NH:17][C:16](=[O:18])[C:15](=[O:19])[N:14]2[CH:20]([CH3:22])[CH3:21])=[N:11][C:23]([O:25][C:26]([CH3:29])([CH3:28])[CH3:27])=[O:24])[CH:5]=[CH:6][C:7]=1[Cl:8]. The yield is 0.240. (4) The reactants are [CH2:1]([O:3][C:4]1[C:13]2[C:8](=[CH:9][CH:10]=[C:11]([CH:14]=O)[CH:12]=2)[N:7]=[CH:6][C:5]=1[C:16]#[N:17])[CH3:2].COC1C=CC(/C=[C:33]2/[C:34]([NH:36][C:37]([S:39]/2)=[NH:38])=[O:35])=CC=1OC1CCCC1.C([O-])(=O)C.[Na+]. The catalyst is C(O)(=O)C. The product is [NH2:38][C:37]1[S:39]/[C:33](=[CH:14]\[C:11]2[CH:12]=[C:13]3[C:8](=[CH:9][CH:10]=2)[N:7]=[CH:6][C:5]([C:16]#[N:17])=[C:4]3[O:3][CH2:1][CH3:2])/[C:34](=[O:35])[N:36]=1. The yield is 0.470. (5) The reactants are C1(C)C=CC=CC=1.[CH3:8][O:9][C:10]1[CH:15]=[C:14]([O:16][CH3:17])[N:13]=[C:12]([CH2:18][C:19](=O)[CH3:20])[N:11]=1.Cl.[Cl:23][C:24]1[CH:29]=[CH:28][C:27]([NH:30]N)=[CH:26][CH:25]=1.C(OCC)(=O)C. The catalyst is [Cl-].[Zn+2].[Cl-].O. The product is [Cl:23][C:24]1[CH:29]=[C:28]2[C:27](=[CH:26][CH:25]=1)[NH:30][C:19]([CH3:20])=[C:18]2[C:12]1[N:13]=[C:14]([O:16][CH3:17])[CH:15]=[C:10]([O:9][CH3:8])[N:11]=1. The yield is 0.840. (6) The reactants are [CH3:1][C:2]1[N:3]=[C:4]([C:7]2[CH:8]=[N:9][NH:10][C:11]=2[NH2:12])[O:5][CH:6]=1.[Cl:13][C:14]1[CH:19]=[CH:18][C:17]([C:20](=O)[CH2:21][C:22](OCC)=[O:23])=[CH:16][C:15]=1[O:28][CH2:29][CH3:30].CC1C=CC(S(O)(=O)=O)=CC=1. The catalyst is CCCCO. The product is [Cl:13][C:14]1[CH:19]=[CH:18][C:17]([C:20]2[NH:12][C:11]3[N:10]([N:9]=[CH:8][C:7]=3[C:4]3[O:5][CH:6]=[C:2]([CH3:1])[N:3]=3)[C:22](=[O:23])[CH:21]=2)=[CH:16][C:15]=1[O:28][CH2:29][CH3:30]. The yield is 0.410. (7) The reactants are CCCC[N+](CCCC)(CCCC)CCCC.[F-].F[C:20]1[C:21]([O:33][CH3:34])=[C:22]2[C:26](=[CH:27]C=1)N(C)C=C2CCO.[N:35]([CH2:38][CH2:39][C:40]1[C:48]2[C:43](=[CH:44][CH:45]=[C:46]([F:57])[C:47]=2[O:49][CH2:50][C:51]2[CH:56]=[CH:55][CH:54]=[CH:53][CH:52]=2)[NH:42][CH:41]=1)=[N+:36]=[N-:37]. No catalyst specified. The product is [N:35]([CH2:38][CH2:39][C:40]1[C:48]2[C:43](=[CH:44][CH:45]=[C:46]([F:57])[C:47]=2[O:49][CH2:50][C:51]2[CH:56]=[CH:55][CH:54]=[CH:53][CH:52]=2)[N:42]([CH2:20][CH:21]2[CH2:22][CH2:26][CH2:27][CH2:34][O:33]2)[CH:41]=1)=[N+:36]=[N-:37]. The yield is 0.820. (8) The reactants are C[O:2][C:3](=[O:25])/[CH:4]=[CH:5]/[C@@H:6]([NH:11][C:12]([C@@H:14]1[CH2:17][CH2:16][N:15]1[C:18]([O:20][C:21]([CH3:24])([CH3:23])[CH3:22])=[O:19])=[O:13])[CH2:7][CH:8]([CH3:10])[CH3:9].CO.[Li+].[OH-]. The catalyst is C1COCC1.O. The product is [CH3:24][C:21]([O:20][C:18]([N:15]1[CH2:16][CH2:17][C@H:14]1[C:12]([NH:11][C@@H:6]([CH2:7][CH:8]([CH3:10])[CH3:9])/[CH:5]=[CH:4]/[C:3]([OH:25])=[O:2])=[O:13])=[O:19])([CH3:22])[CH3:23]. The yield is 0.830.